From a dataset of NCI-60 drug combinations with 297,098 pairs across 59 cell lines. Regression. Given two drug SMILES strings and cell line genomic features, predict the synergy score measuring deviation from expected non-interaction effect. Drug 1: CC1=C2C(C(=O)C3(C(CC4C(C3C(C(C2(C)C)(CC1OC(=O)C(C(C5=CC=CC=C5)NC(=O)OC(C)(C)C)O)O)OC(=O)C6=CC=CC=C6)(CO4)OC(=O)C)O)C)O. Drug 2: C#CCC(CC1=CN=C2C(=N1)C(=NC(=N2)N)N)C3=CC=C(C=C3)C(=O)NC(CCC(=O)O)C(=O)O. Cell line: UO-31. Synergy scores: CSS=40.4, Synergy_ZIP=4.40, Synergy_Bliss=-0.984, Synergy_Loewe=-25.3, Synergy_HSA=-0.681.